This data is from Catalyst prediction with 721,799 reactions and 888 catalyst types from USPTO. The task is: Predict which catalyst facilitates the given reaction. (1) Reactant: [NH:1]1[C:9]2[CH:8]=[CH:7][CH:6]=[C:5]([C:10]([OH:12])=[O:11])[C:4]=2[CH:3]=[CH:2]1.Cl.[CH3:14]N(C)CCCN=C=NCC.CO. Product: [NH:1]1[C:9]2[CH:8]=[CH:7][CH:6]=[C:5]([C:10]([O:12][CH3:14])=[O:11])[C:4]=2[CH:3]=[CH:2]1. The catalyst class is: 4. (2) Reactant: [C:1]([C:3]1[CH:27]=[CH:26][C:6]2[C:7]3[CH:13]=[C:12]([S:14]([NH:17][C@H:18]([CH:23]([CH3:25])[CH3:24])[C:19]([O:21][CH3:22])=[O:20])(=[O:16])=[O:15])[CH:11]=[CH:10][C:8]=3[O:9][C:5]=2[CH:4]=1)#[N:2].Cl.[NH2:29][OH:30].C(N(CC)CC)C. Product: [OH:30][NH:29][C:1]([C:3]1[CH:27]=[CH:26][C:6]2[C:7]3[CH:13]=[C:12]([S:14]([NH:17][C@H:18]([CH:23]([CH3:24])[CH3:25])[C:19]([O:21][CH3:22])=[O:20])(=[O:15])=[O:16])[CH:11]=[CH:10][C:8]=3[O:9][C:5]=2[CH:4]=1)=[NH:2]. The catalyst class is: 3. (3) Reactant: [F:1][C:2]1[C:7]2[C:8](=[O:16])[C:9]3[S:15][CH:14]=[CH:13][C:10]=3[CH2:11]S[C:6]=2[CH:5]=[CH:4][CH:3]=1.[S:17]([O:21]OS([O-])(=O)=O)(O)(=O)=[O:18].[K+].S([O-])([O-])(=O)=S.[Na+].[Na+]. Product: [F:1][C:2]1[C:7]2[C:8](=[O:16])[C:9]3[S:15][CH:14]=[CH:13][C:10]=3[CH2:11][S:17](=[O:21])(=[O:18])[C:6]=2[CH:5]=[CH:4][CH:3]=1. The catalyst class is: 47. (4) Reactant: [OH:1][N:2]=[C:3](Cl)[C:4]1[CH:9]=[CH:8][CH:7]=[C:6]([O:10][C:11]([F:14])([F:13])[F:12])[CH:5]=1.[CH3:16][O:17][C:18](=[O:22])[CH2:19][C:20]#[N:21].C[O-].[Na+]. Product: [CH3:16][O:17][C:18]([C:19]1[C:3]([C:4]2[CH:9]=[CH:8][CH:7]=[C:6]([O:10][C:11]([F:14])([F:13])[F:12])[CH:5]=2)=[N:2][O:1][C:20]=1[NH2:21])=[O:22]. The catalyst class is: 5.